Dataset: NCI-60 drug combinations with 297,098 pairs across 59 cell lines. Task: Regression. Given two drug SMILES strings and cell line genomic features, predict the synergy score measuring deviation from expected non-interaction effect. Drug 1: CC1=C2C(C(=O)C3(C(CC4C(C3C(C(C2(C)C)(CC1OC(=O)C(C(C5=CC=CC=C5)NC(=O)C6=CC=CC=C6)O)O)OC(=O)C7=CC=CC=C7)(CO4)OC(=O)C)O)C)OC(=O)C. Drug 2: CC=C1C(=O)NC(C(=O)OC2CC(=O)NC(C(=O)NC(CSSCCC=C2)C(=O)N1)C(C)C)C(C)C. Cell line: IGROV1. Synergy scores: CSS=63.8, Synergy_ZIP=-4.99, Synergy_Bliss=-2.96, Synergy_Loewe=-0.493, Synergy_HSA=-0.359.